From a dataset of Reaction yield outcomes from USPTO patents with 853,638 reactions. Predict the reaction yield, written as a fraction of the theoretical maximum amount of product (1.0 means a 100% yield; for example, 0.34 means a 34% yield). (1) The reactants are Cl[S:2]([N:5]=C=O)(=[O:4])=[O:3].C(O)(C)(C)C.Cl.[NH2:14][CH2:15][CH2:16][NH:17][C:18]1[C:19]([C:23]2[N:27]([C:28]3[CH:33]=[CH:32][C:31]([F:34])=[C:30]([Cl:35])[CH:29]=3)[C:26](=[O:36])[O:25][N:24]=2)=[N:20][O:21][N:22]=1.C(N(CC)CC)C. The yield is 0.780. The catalyst is ClCCl.Cl. The product is [Cl:35][C:30]1[CH:29]=[C:28]([N:27]2[C:26](=[O:36])[O:25][N:24]=[C:23]2[C:19]2[C:18]([NH:17][CH2:16][CH2:15][NH:14][S:2]([NH2:5])(=[O:4])=[O:3])=[N:22][O:21][N:20]=2)[CH:33]=[CH:32][C:31]=1[F:34]. (2) The reactants are [Cl:1][C:2]1[CH:3]=[C:4]([NH:9][C:10]2[C:19]3[C:14](=[CH:15][C:16]([O:33][CH3:34])=[C:17]([O:20][CH2:21][CH2:22][CH2:23][N:24]4[CH2:29][CH2:28][CH2:27][CH:26]5[CH2:30][NH:31][CH2:32][CH:25]45)[CH:18]=3)[N:13]=[CH:12][N:11]=2)[CH:5]=[CH:6][C:7]=1[F:8].CO.[CH2:37](Cl)Cl.C=O. The catalyst is O.C(O)(=O)C. The product is [Cl:1][C:2]1[CH:3]=[C:4]([NH:9][C:10]2[C:19]3[C:14](=[CH:15][C:16]([O:33][CH3:34])=[C:17]([O:20][CH2:21][CH2:22][CH2:23][N:24]4[CH2:29][CH2:28][CH2:27][CH:26]5[CH2:30][N:31]([CH3:37])[CH2:32][CH:25]45)[CH:18]=3)[N:13]=[CH:12][N:11]=2)[CH:5]=[CH:6][C:7]=1[F:8]. The yield is 0.700. (3) The reactants are [NH2:1][C:2]1[C:7]2=[C:8]([C:14]3[S:15][C:16]4[C:22]([O:23][CH3:24])=[CH:21][C:20]([CH3:25])=[CH:19][C:17]=4[CH:18]=3)[C:9]([C:11](O)=[O:12])=[CH:10][N:6]2[N:5]=[CH:4][N:3]=1.CN(C(O[N:34]1N=N[C:36]2C=CC=C[C:35]1=2)=[N+](C)C)C.[B-](F)(F)(F)F.CCN(C(C)C)C(C)C.C(N)C.C1COCC1. The catalyst is CN(C=O)C. The product is [NH2:1][C:2]1[C:7]2=[C:8]([C:14]3[S:15][C:16]4[C:22]([O:23][CH3:24])=[CH:21][C:20]([CH3:25])=[CH:19][C:17]=4[CH:18]=3)[C:9]([C:11]([NH:34][CH2:35][CH3:36])=[O:12])=[CH:10][N:6]2[N:5]=[CH:4][N:3]=1. The yield is 0.320. (4) The reactants are [NH2:1][C@@H:2]([CH2:33][C:34]1[CH:39]=[CH:38][CH:37]=[CH:36][CH:35]=1)[C@@H:3]([OH:32])[CH2:4][C@@H:5]([NH:19][C:20]([C@@H:22]([NH:27][C:28](=[O:31])[O:29][CH3:30])[C:23]([CH3:26])([CH3:25])[CH3:24])=[O:21])[CH2:6][C:7]1[CH:12]=[CH:11][C:10]([C:13]2[CH:18]=[CH:17][CH:16]=[CH:15][N:14]=2)=[CH:9][CH:8]=1.[CH3:40][C:41]([CH3:63])([CH3:62])[C@H:42]([N:46]1[CH2:50][CH2:49][N:48]([CH2:51][C:52]2[CH:57]=[CH:56][CH:55]=[C:54]([N+:58]([O-:60])=[O:59])[CH:53]=2)[C:47]1=[O:61])[C:43](O)=[O:44].CCOP(ON1N=NC2C=CC=CC=2C1=O)(OCC)=O.C(N(CC)C(C)C)(C)C. The catalyst is C1COCC1. The product is [CH3:40][C:41]([CH3:63])([CH3:62])[C@H:42]([N:46]1[CH2:50][CH2:49][N:48]([CH2:51][C:52]2[CH:57]=[CH:56][CH:55]=[C:54]([N+:58]([O-:60])=[O:59])[CH:53]=2)[C:47]1=[O:61])[C:43]([NH:1][C@@H:2]([CH2:33][C:34]1[CH:35]=[CH:36][CH:37]=[CH:38][CH:39]=1)[C@@H:3]([OH:32])[CH2:4][C@@H:5]([NH:19][C:20]([C@@H:22]([NH:27][C:28](=[O:31])[O:29][CH3:30])[C:23]([CH3:26])([CH3:25])[CH3:24])=[O:21])[CH2:6][C:7]1[CH:12]=[CH:11][C:10]([C:13]2[CH:18]=[CH:17][CH:16]=[CH:15][N:14]=2)=[CH:9][CH:8]=1)=[O:44]. The yield is 0.740.